From a dataset of Reaction yield outcomes from USPTO patents with 853,638 reactions. Predict the reaction yield, written as a fraction of the theoretical maximum amount of product (1.0 means a 100% yield; for example, 0.34 means a 34% yield). (1) The reactants are B(F)(F)F.CCOCC.[C:10]([O:13][CH:14]1[O:31][C@H:30]([CH2:32][O:33][C:34](=[O:36])[CH3:35])[C@@H:25]([O:26][C:27](=[O:29])[CH3:28])[C@H:20]([O:21][C:22](=[O:24])[CH3:23])[C@H:15]1[O:16][C:17](=[O:19])[CH3:18])(=O)[CH3:11].[Br:37]CCO. The catalyst is C(Cl)Cl. The product is [C:17]([O:16][C@@H:15]1[C@@H:20]([O:21][C:22](=[O:24])[CH3:23])[C@H:25]([O:26][C:27](=[O:29])[CH3:28])[C@@H:30]([CH2:32][O:33][C:34](=[O:36])[CH3:35])[O:31][C@H:14]1[O:13][CH2:10][CH2:11][Br:37])(=[O:19])[CH3:18]. The yield is 0.610. (2) The reactants are Cl[C:2]1[C:3]([C:8]#[N:9])=[N:4][CH:5]=[CH:6][CH:7]=1.[Cl:10][C:11]1[CH:16]=[CH:15][C:14](B(O)O)=[C:13]([F:20])[CH:12]=1.[O-]P([O-])([O-])=O.[K+].[K+].[K+]. The catalyst is C1C=CC([P]([Pd]([P](C2C=CC=CC=2)(C2C=CC=CC=2)C2C=CC=CC=2)([P](C2C=CC=CC=2)(C2C=CC=CC=2)C2C=CC=CC=2)[P](C2C=CC=CC=2)(C2C=CC=CC=2)C2C=CC=CC=2)(C2C=CC=CC=2)C2C=CC=CC=2)=CC=1.CN(C=O)C. The product is [Cl:10][C:11]1[CH:16]=[CH:15][C:14]([C:2]2[C:3]([C:8]#[N:9])=[N:4][CH:5]=[CH:6][CH:7]=2)=[C:13]([F:20])[CH:12]=1. The yield is 0.320. (3) The reactants are Cl[C:2]1[C:11]2[C:6](=[C:7]([CH3:12])[CH:8]=[CH:9][CH:10]=2)[N:5]=[CH:4][N:3]=1.C([Sn](CCCC)(CCCC)[C:18]([O:20][CH2:21][CH3:22])=[CH2:19])CCC. The catalyst is C1(C)C=CC=CC=1.[Pd].C1(P(C2C=CC=CC=2)C2C=CC=CC=2)C=CC=CC=1.C1(P(C2C=CC=CC=2)C2C=CC=CC=2)C=CC=CC=1.C1(P(C2C=CC=CC=2)C2C=CC=CC=2)C=CC=CC=1.C1(P(C2C=CC=CC=2)C2C=CC=CC=2)C=CC=CC=1. The product is [CH2:21]([O:20][C:18]([C:2]1[C:11]2[C:6](=[C:7]([CH3:12])[CH:8]=[CH:9][CH:10]=2)[N:5]=[CH:4][N:3]=1)=[CH2:19])[CH3:22]. The yield is 0.890. (4) The yield is 0.729. The reactants are C[O:2][C:3](=O)[C:4]1[CH:9]=[CH:8][C:7]([O:10][C:11]2[CH:16]=[CH:15][CH:14]=[CH:13][CH:12]=2)=[CH:6][C:5]=1[CH2:17][N:18]([CH2:29][C:30]([O:32][CH3:33])=[O:31])S(C1C=CC(C)=CC=1)(=O)=O.C[O-].[Na+].CO.Cl. The product is [CH3:33][O:32][C:30]([C:29]1[N:18]=[CH:17][C:5]2[C:4]([C:3]=1[OH:2])=[CH:9][CH:8]=[C:7]([O:10][C:11]1[CH:16]=[CH:15][CH:14]=[CH:13][CH:12]=1)[CH:6]=2)=[O:31]. The catalyst is CS(C)=O.O. (5) The reactants are [Cl:1][CH2:2][C:3]1[CH:8]=[CH:7][C:6]([C:9]2[C:13]([C:14]([O:16]C)=[O:15])=[CH:12][O:11][N:10]=2)=[CH:5][CH:4]=1.O.[OH-].[Li+]. The catalyst is C1COCC1.O. The product is [Cl:1][CH2:2][C:3]1[CH:4]=[CH:5][C:6]([C:9]2[C:13]([C:14]([OH:16])=[O:15])=[CH:12][O:11][N:10]=2)=[CH:7][CH:8]=1. The yield is 1.00. (6) The reactants are Br[CH:2]([CH2:7][CH2:8][Br:9])[C:3]([O:5][CH3:6])=[O:4].[S:10]1C=CC=C1CC(O)=O.CCN(C(C)C)C(C)C.C1C[O:31][CH2:30][CH2:29]1. No catalyst specified. The product is [C:30]([S:10][CH:2]([CH2:7][CH2:8][Br:9])[C:3]([O:5][CH3:6])=[O:4])(=[O:31])[CH3:29]. The yield is 0.960.